This data is from Reaction yield outcomes from USPTO patents with 853,638 reactions. The task is: Predict the reaction yield, written as a fraction of the theoretical maximum amount of product (1.0 means a 100% yield; for example, 0.34 means a 34% yield). (1) The reactants are [CH:1]1[CH:2]=[CH:3][C:4]2[N:11]=[CH:10][NH:9][C:7](=O)[C:5]=2[CH:6]=1.C[Si](Br)(C)C.C(Cl)[Cl:18]. No catalyst specified. The product is [Cl:18][C:7]1[C:5]2[C:4](=[CH:3][CH:2]=[CH:1][CH:6]=2)[N:11]=[CH:10][N:9]=1. The yield is 1.00. (2) The reactants are [CH2:1]([NH:3][C@@H:4]([CH:11]([CH3:13])[CH3:12])[CH2:5][N:6]1[CH2:10][CH2:9][CH2:8][CH2:7]1)[CH3:2].[Br:14][C:15]1[CH:23]=[CH:22][C:18]([C:19](Cl)=[O:20])=[CH:17][CH:16]=1. The catalyst is C(Cl)Cl. The product is [Br:14][C:15]1[CH:23]=[CH:22][C:18]([C:19]([N:3]([CH2:1][CH3:2])[C@@H:4]([CH:11]([CH3:12])[CH3:13])[CH2:5][N:6]2[CH2:10][CH2:9][CH2:8][CH2:7]2)=[O:20])=[CH:17][CH:16]=1. The yield is 0.150. (3) The reactants are [NH2:1][C:2]1[CH:7]=[CH:6][C:5]([OH:8])=[CH:4][CH:3]=1.[CH3:9][S:10](Cl)(=[O:12])=[O:11]. The catalyst is CO. The product is [OH:8][C:5]1[CH:6]=[CH:7][C:2]([NH:1][S:10]([CH3:9])(=[O:12])=[O:11])=[CH:3][CH:4]=1. The yield is 0.286. (4) The reactants are [O:1]=[C:2]1[CH2:7][CH2:6][C:5]([C:12]2[CH:17]=[CH:16][CH:15]=[CH:14][CH:13]=2)([C:8]([O:10][CH3:11])=[O:9])[CH2:4][CH2:3]1.C1COCC1.C[Si]([N-][Si](C)(C)C)(C)C.[Na+].C1C(Cl)=CN=C(N([S:41]([C:44]([F:47])([F:46])[F:45])(=[O:43])=[O:42])[S:41]([C:44]([F:47])([F:46])[F:45])(=[O:43])=[O:42])C=1. The product is [F:45][C:44]([F:47])([F:46])[S:41]([O:1][C:2]1[CH2:3][CH2:4][C:5]([C:8]([O:10][CH3:11])=[O:9])([C:12]2[CH:13]=[CH:14][CH:15]=[CH:16][CH:17]=2)[CH2:6][CH:7]=1)(=[O:43])=[O:42]. The yield is 0.290. The catalyst is C(Cl)Cl. (5) The reactants are [N+:1]([C:4]1[CH:9]=[CH:8][C:7]([N:10]2[CH:14]3[CH2:15][CH2:16][CH:11]2[CH2:12][CH2:13]3)=[CH:6][C:5]=1[C:17]([F:20])([F:19])[F:18])([O-])=O. The catalyst is [Pd]. The yield is 0.910. The product is [CH:11]12[N:10]([C:7]3[CH:8]=[CH:9][C:4]([NH2:1])=[C:5]([C:17]([F:20])([F:18])[F:19])[CH:6]=3)[CH:14]([CH2:13][CH2:12]1)[CH2:15][CH2:16]2. (6) The reactants are [Cl:1][C:2]1[CH:7]=[CH:6][C:5]([NH:8][C:9](=[O:14])[C:10]([CH3:13])([CH3:12])[CH3:11])=[C:4]([CH:15]([OH:22])[C:16]2[CH:17]=[N:18][CH:19]=[CH:20][CH:21]=2)[CH:3]=1. The catalyst is N1C=CC=CC=1.CCOC(C)=O.O. The product is [Cl:1][C:2]1[CH:7]=[CH:6][C:5]([NH:8][C:9](=[O:14])[C:10]([CH3:13])([CH3:12])[CH3:11])=[C:4]([C:15]([C:16]2[CH:17]=[N:18][CH:19]=[CH:20][CH:21]=2)=[O:22])[CH:3]=1. The yield is 0.700. (7) The catalyst is C1COCC1.ClCCl. The product is [C:9](=[N:10][CH:11]([CH2:23][C:24]1[CH:29]=[CH:28][N:27]=[CH:26][CH:25]=1)[C:12]#[N:13])([C:6]1[CH:5]=[CH:4][CH:3]=[CH:8][CH:7]=1)[C:14]1[CH:19]=[CH:18][CH:17]=[CH:16][CH:15]=1. The reactants are [H-].[Na+].[CH:3]1[CH:8]=[CH:7][C:6]([C:9]([C:14]2[CH:19]=[CH:18][CH:17]=[CH:16][CH:15]=2)=[N:10][CH2:11][C:12]#[N:13])=[CH:5][CH:4]=1.[H][H].Cl[CH2:23][C:24]1[CH:29]=[CH:28][N:27]=[CH:26][CH:25]=1.[Cl-].[NH4+]. The yield is 0.520. (8) The reactants are CC(OI1(OC(C)=O)(OC(C)=O)OC(=O)C2C=CC=CC1=2)=O.[CH2:23]([O:30][C:31]([CH:33]1[CH2:38][CH2:37][CH:36]([CH:39]([OH:41])[CH3:40])[CH2:35][CH2:34]1)=[O:32])[C:24]1[CH:29]=[CH:28][CH:27]=[CH:26][CH:25]=1.S([O-])([O-])(=O)=S.[Na+].[Na+]. The catalyst is ClCCl. The product is [CH2:23]([O:30][C:31]([CH:33]1[CH2:38][CH2:37][CH:36]([C:39](=[O:41])[CH3:40])[CH2:35][CH2:34]1)=[O:32])[C:24]1[CH:29]=[CH:28][CH:27]=[CH:26][CH:25]=1. The yield is 0.850. (9) The reactants are [C:1]([O:5][C:6]([C@H:8]1[CH2:11][C@@H:10]([C:12]([OH:14])=[O:13])[C:9]1([CH3:16])[CH3:15])=[O:7])([CH3:4])([CH3:3])[CH3:2].[CH:17]1[CH:22]=[CH:21][C:20]([CH2:23]Br)=[CH:19][CH:18]=1. The catalyst is CN(C=O)C.C(OCC)(=O)C. The product is [CH3:15][C:9]1([CH3:16])[C@@H:8]([C:6]([O:5][C:1]([CH3:4])([CH3:2])[CH3:3])=[O:7])[CH2:11][C@H:10]1[C:12]([O:14][CH2:23][C:20]1[CH:21]=[CH:22][CH:17]=[CH:18][CH:19]=1)=[O:13]. The yield is 0.539. (10) The reactants are Cl.COCCOC[N:8]([C:23]1[O:27][N:26]=[C:25]([CH3:28])[C:24]=1[CH3:29])[S:9]([C:12]1[S:13][C:14]([C:17]2[CH:22]=[CH:21][CH:20]=[CH:19][CH:18]=2)=[CH:15][CH:16]=1)(=[O:11])=[O:10]. The catalyst is C(O)C. The product is [CH3:28][C:25]1[C:24]([CH3:29])=[C:23]([NH:8][S:9]([C:12]2[S:13][C:14]([C:17]3[CH:22]=[CH:21][CH:20]=[CH:19][CH:18]=3)=[CH:15][CH:16]=2)(=[O:11])=[O:10])[O:27][N:26]=1. The yield is 0.420.